Dataset: Full USPTO retrosynthesis dataset with 1.9M reactions from patents (1976-2016). Task: Predict the reactants needed to synthesize the given product. (1) The reactants are: [Br:1][C:2]1[CH:19]=[CH:18][CH:17]=[C:16]([Cl:20])[C:3]=1[CH2:4][CH:5](C(OCC)=O)[C:6]([O:8][CH2:9][CH3:10])=[O:7].O.[Cl-].[Li+]. Given the product [Br:1][C:2]1[CH:19]=[CH:18][CH:17]=[C:16]([Cl:20])[C:3]=1[CH2:4][CH2:5][C:6]([O:8][CH2:9][CH3:10])=[O:7], predict the reactants needed to synthesize it. (2) Given the product [S:23]1[C:24]2[CH:30]=[CH:29][CH:28]=[CH:27][C:25]=2[N:26]=[C:22]1[CH2:21][O:20][C:19]1[CH:31]=[CH:32][C:16]2[N:14]([CH2:13][C:10]3[CH:11]=[CH:12][C:7]([C:2]4[N:3]=[CH:4][CH:5]=[CH:6][N:1]=4)=[CH:8][CH:9]=3)[C:45]([C@H:36]3[CH2:41][CH2:40][CH2:39][CH2:38][C@H:37]3[C:42]([OH:44])=[O:43])=[N:33][C:17]=2[CH:18]=1, predict the reactants needed to synthesize it. The reactants are: [N:1]1[CH:6]=[CH:5][CH:4]=[N:3][C:2]=1[C:7]1[CH:12]=[CH:11][C:10]([CH2:13][NH2:14])=[CH:9][CH:8]=1.F[C:16]1[CH:32]=[CH:31][C:19]([O:20][CH2:21][C:22]2[S:23][C:24]3[CH:30]=[CH:29][CH:28]=[CH:27][C:25]=3[N:26]=2)=[CH:18][C:17]=1[N+:33]([O-])=O.[C@@H:36]12[C:45](=O)[O:44][C:42](=[O:43])[C@@H:37]1[CH2:38][CH2:39][CH2:40][CH2:41]2. (3) Given the product [C:26]([C:25]1[CH:28]=[CH:29][C:22]([N:16]2[C:17](=[O:21])[C:18]([CH3:20])([CH3:19])[N:14]([C:11]3[CH:10]=[CH:9][C:8]([C:5]4[CH:4]=[CH:3][C:2]([O:1][CH2:52][CH2:53][O:54][CH2:55][CH2:56][O:57][CH2:58][C:59]([O:61][CH2:62][CH3:63])=[O:60])=[CH:7][CH:6]=4)=[CH:13][CH:12]=3)[C:15]2=[S:34])=[CH:23][C:24]=1[C:30]([F:32])([F:33])[F:31])#[N:27], predict the reactants needed to synthesize it. The reactants are: [OH:1][C:2]1[CH:7]=[CH:6][C:5]([C:8]2[CH:13]=[CH:12][C:11]([N:14]3[C:18]([CH3:20])([CH3:19])[C:17](=[O:21])[N:16]([C:22]4[CH:29]=[CH:28][C:25]([C:26]#[N:27])=[C:24]([C:30]([F:33])([F:32])[F:31])[CH:23]=4)[C:15]3=[S:34])=[CH:10][CH:9]=2)=[CH:4][CH:3]=1.C([O-])([O-])=O.[K+].[K+].CC1C=CC(S(O[CH2:52][CH2:53][O:54][CH2:55][CH2:56][O:57][CH2:58][C:59]([O:61][CH2:62][CH3:63])=[O:60])(=O)=O)=CC=1.O. (4) Given the product [O:50]=[C:49]([N:51]1[CH2:52][CH2:53][N:54]([C:57](=[O:68])[C:58]2[CH:63]=[CH:62][CH:61]=[CH:60][C:59]=2[C:64]([F:67])([F:66])[F:65])[CH2:55][CH2:56]1)[CH2:48][NH:47][C:20](=[O:22])[C:19]1[CH:18]=[CH:17][C:16]([C:14]2[CH:13]=[N:12][CH:11]=[N:10][CH:15]=2)=[CH:24][CH:23]=1, predict the reactants needed to synthesize it. The reactants are: CCN(C(C)C)C(C)C.[N:10]1[CH:15]=[C:14]([C:16]2[CH:24]=[CH:23][C:19]([C:20]([OH:22])=O)=[CH:18][CH:17]=2)[CH:13]=[N:12][CH:11]=1.C1C=CC2N(O)N=NC=2C=1.CCN=C=NCCCN(C)C.Cl.[NH2:47][CH2:48][C:49]([N:51]1[CH2:56][CH2:55][N:54]([C:57](=[O:68])[C:58]2[CH:63]=[CH:62][CH:61]=[CH:60][C:59]=2[C:64]([F:67])([F:66])[F:65])[CH2:53][CH2:52]1)=[O:50].